This data is from Full USPTO retrosynthesis dataset with 1.9M reactions from patents (1976-2016). The task is: Predict the reactants needed to synthesize the given product. (1) The reactants are: C[CH:2]([OH:9])[CH2:3][NH:4][CH2:5][CH:6]([OH:8])C.[C:10]([NH:13][C:14]1[CH:23]=[CH:22][C:17]([S:18](Cl)(=[O:20])=[O:19])=[CH:16][CH:15]=1)(=[O:12])[CH3:11]. Given the product [OH:9][CH2:2][CH2:3][N:4]([CH2:5][CH2:6][OH:8])[S:18]([C:17]1[CH:16]=[CH:15][C:14]([NH:13][C:10](=[O:12])[CH3:11])=[CH:23][CH:22]=1)(=[O:20])=[O:19], predict the reactants needed to synthesize it. (2) Given the product [C:5]([C:8]1[CH:17]=[CH:18][C:19]2[CH2:25][CH2:24][N:23]([C:26]([O:28][C:29]([CH3:31])([CH3:30])[CH3:32])=[O:27])[CH2:22][CH2:21][C:20]=2[N:33]=1)([CH3:7])=[CH2:6], predict the reactants needed to synthesize it. The reactants are: BrC(C)=C.[C:5]([Li])([CH3:8])([CH3:7])[CH3:6].FC(F)(F)S(OC1[CH:17]=[CH:18][C:19]2[CH2:25][CH2:24][N:23]([C:26]([O:28][C:29]([CH3:32])([CH3:31])[CH3:30])=[O:27])[CH2:22][CH2:21][C:20]=2[N:33]=1)(=O)=O.O1C=CC=C1P(C1OC=CC=1)C1OC=CC=1. (3) Given the product [C:12]([CH:11]([O:16][C:17]([N:19]1[CH2:20][CH2:21][O:22][CH2:23][CH2:24]1)=[O:18])[CH2:10][CH:4]1[CH2:5][CH2:6][CH2:7][CH2:8][CH2:9]1)([OH:14])=[O:13], predict the reactants needed to synthesize it. The reactants are: O.[OH-].[Li+].[CH:4]1([CH2:10][CH:11]([O:16][C:17]([N:19]2[CH2:24][CH2:23][O:22][CH2:21][CH2:20]2)=[O:18])[C:12]([O:14]C)=[O:13])[CH2:9][CH2:8][CH2:7][CH2:6][CH2:5]1. (4) Given the product [NH:7]1[CH:11]=[CH:10][C:9]([C:12]2[CH:13]=[C:14]([C:18]3[CH:23]=[CH:22][C:21]([CH:24]=[O:25])=[CH:20][CH:19]=3)[CH:15]=[CH:16][CH:17]=2)=[N:8]1, predict the reactants needed to synthesize it. The reactants are: CC(C)(C)C(OC[N:7]1[CH:11]=[CH:10][C:9]([C:12]2[CH:13]=[C:14]([C:18]3[CH:23]=[CH:22][C:21]([CH:24]=[O:25])=[CH:20][CH:19]=3)[CH:15]=[CH:16][CH:17]=2)=[N:8]1)=O.[OH-].[Na+].CC(O)=O.